From a dataset of Full USPTO retrosynthesis dataset with 1.9M reactions from patents (1976-2016). Predict the reactants needed to synthesize the given product. Given the product [CH3:1][C:2]1([CH3:26])[C:6]([CH3:8])([CH3:7])[O:5][B:4]([C:28]2[CH:29]=[C:30]([NH:34][C:35](=[O:41])[O:36][C:37]([CH3:40])([CH3:39])[CH3:38])[CH:31]=[CH:32][CH:33]=2)[O:3]1, predict the reactants needed to synthesize it. The reactants are: [CH3:1][C:2]1([CH3:26])[C:6]([CH3:8])([CH3:7])[O:5][B:4](C2C=C(NCCNC(=O)OC(C)(C)C)C=CC=2)[O:3]1.Br[C:28]1[CH:29]=[C:30]([NH:34][C:35](=[O:41])[O:36][C:37]([CH3:40])([CH3:39])[CH3:38])[CH:31]=[CH:32][CH:33]=1.B1(B2OC(C)(C)C(C)(C)O2)OC(C)(C)C(C)(C)O1.C1C=CC(P(C2C(C3C(P(C4C=CC=CC=4)C4C=CC=CC=4)=CC=C4C=3C=CC=C4)=C3C(C=CC=C3)=CC=2)C2C=CC=CC=2)=CC=1.C(=O)([O-])[O-].[Cs+].[Cs+].